This data is from Retrosynthesis with 50K atom-mapped reactions and 10 reaction types from USPTO. The task is: Predict the reactants needed to synthesize the given product. (1) The reactants are: CN1C(=O)NC(=O)C12Cc1cc3ccc(C(=O)O)nc3cc1C2.Nc1ccccc1. Given the product CN1C(=O)NC(=O)C12Cc1cc3ccc(C(=O)Nc4ccccc4)nc3cc1C2, predict the reactants needed to synthesize it. (2) Given the product CS(=O)(=O)Cc1ccc(Oc2ccc(N)c(OC3CCOCC3)c2)cn1, predict the reactants needed to synthesize it. The reactants are: CS(=O)(=O)Cc1ccc(Oc2ccc([N+](=O)[O-])c(OC3CCOCC3)c2)cn1. (3) The reactants are: COC(=O)c1nc(I)c2cc(Oc3ccc4ccccc4c3)ccc2c1O.N#C[Cu]. Given the product COC(=O)c1nc(C#N)c2cc(Oc3ccc4ccccc4c3)ccc2c1O, predict the reactants needed to synthesize it. (4) Given the product COc1cc2ncnc(N3CCC(n4c(=O)c5cc([N+](=O)[O-])ccc5n(CCCN5C(=O)c6ccccc6C5=O)c4=O)CC3)c2cc1OC, predict the reactants needed to synthesize it. The reactants are: COc1cc2ncnc(N3CCC(n4c(=O)[nH]c5ccc([N+](=O)[O-])cc5c4=O)CC3)c2cc1OC.O=C1c2ccccc2C(=O)N1CCCBr. (5) Given the product CCOC(=O)CCCOc1ccc(-c2noc(-c3ccc(OC(C)C)c(C#N)c3)n2)c(CC)c1, predict the reactants needed to synthesize it. The reactants are: CCOC(=O)CCCBr.CCc1cc(O)ccc1-c1noc(-c2ccc(OC(C)C)c(C#N)c2)n1. (6) Given the product CC(C)(C)OC(=O)N(Cc1cc([N+](=O)[O-])ccc1-n1cccc1)C(=O)OC(C)(C)C, predict the reactants needed to synthesize it. The reactants are: CC(C)(C)OC(=O)NC(=O)OC(C)(C)C.O=[N+]([O-])c1ccc(-n2cccc2)c(CBr)c1. (7) Given the product O=C(N[C@H]1CC[C@H](CCN2CCCCC2c2coc3cccc-3c2)CC1)C1CCC(C(F)(F)F)CC1, predict the reactants needed to synthesize it. The reactants are: N[C@H]1CC[C@H](CCN2CCCCC2c2coc3cccc-3c2)CC1.O=C(O)C1CCC(C(F)(F)F)CC1. (8) Given the product CC(=O)NC[C@@H]1OC(=O)N2c3ccc(B4OC(C)(C)C(C)(C)O4)cc3C[C@@H]12, predict the reactants needed to synthesize it. The reactants are: CC(=O)NC[C@@H]1OC(=O)N2c3ccc(Br)cc3C[C@@H]12.CC1(C)OB(B2OC(C)(C)C(C)(C)O2)OC1(C)C. (9) Given the product CNC(=O)C(O)C(Cc1ccccc1)NC(=O)c1cccnc1-n1ccc(-c2ccccc2)n1, predict the reactants needed to synthesize it. The reactants are: CN.O=C(NC(Cc1ccccc1)C(O)C(=O)O)c1cccnc1-n1ccc(-c2ccccc2)n1. (10) Given the product O=C(Cc1ccc(Cl)c(OC(F)(F)F)c1)N1CCCc2c1cnn2-c1ccc(F)cc1, predict the reactants needed to synthesize it. The reactants are: Fc1ccc(-n2ncc3c2CCCN3)cc1.O=C(O)Cc1ccc(Cl)c(OC(F)(F)F)c1.